From a dataset of Forward reaction prediction with 1.9M reactions from USPTO patents (1976-2016). Predict the product of the given reaction. (1) Given the reactants C(=O)([O-])[O-].[Cs+].[Cs+].Br[C:8]1[CH:13]=[CH:12][CH:11]=[CH:10][C:9]=1[CH2:14][C:15]#[N:16].[CH3:17][C:18]1[CH:22]=[CH:21][NH:20][N:19]=1, predict the reaction product. The product is: [CH3:17][C:18]1[CH:22]=[CH:21][N:20]([C:8]2[CH:13]=[CH:12][CH:11]=[CH:10][C:9]=2[CH2:14][C:15]#[N:16])[N:19]=1. (2) The product is: [Br:1][C:2]1[CH:7]=[CH:6][C:5]([C:8]2[O:9][C:10]([CH3:20])=[C:11]([CH2:13][CH2:14][N:44]3[CH2:45][CH2:46][C@@H:42]([CH2:41][F:40])[CH2:43]3)[N:12]=2)=[CH:4][CH:3]=1. Given the reactants [Br:1][C:2]1[CH:7]=[CH:6][C:5]([C:8]2[O:9][C:10]([CH3:20])=[C:11]([CH2:13][CH2:14]OS(C)(=O)=O)[N:12]=2)=[CH:4][CH:3]=1.C(=O)([O-])[O-].[K+].[K+].[I-].[K+].CC1C=CC(S(O)(=O)=O)=CC=1.[F:40][CH2:41][C@@H:42]1[CH2:46][CH2:45][NH:44][CH2:43]1, predict the reaction product. (3) Given the reactants [NH2:1][C:2]1[S:3]/[C:4](=[CH:8]\[C:9]2[CH:14]=[C:13]([O:15][CH3:16])[C:12]([OH:17])=[C:11]([Cl:18])[CH:10]=2)/[C:5](=[O:7])[N:6]=1.Br[CH2:20][C:21]([C:23]1[CH:28]=[CH:27][C:26]([N:29]([CH2:32][CH3:33])[CH2:30][CH3:31])=[CH:25][CH:24]=1)=O, predict the reaction product. The product is: [Cl:18][C:11]1[CH:10]=[C:9](/[CH:8]=[C:4]2/[C:5](=[O:7])[N:6]3[CH:20]=[C:21]([C:23]4[CH:28]=[CH:27][C:26]([N:29]([CH2:32][CH3:33])[CH2:30][CH3:31])=[CH:25][CH:24]=4)[N:1]=[C:2]3[S:3]/2)[CH:14]=[C:13]([O:15][CH3:16])[C:12]=1[OH:17]. (4) The product is: [NH2:12][C:11]1[C:10]([CH:9]=[O:8])=[CH:13][N:4]=[C:2]([SH:3])[N:1]=1. Given the reactants [NH2:1][C:2]([NH2:4])=[S:3].[K].C([O:8][CH:9](OCC)[CH:10]([CH:13]=O)[C:11]#[N:12])C.C[O-].[Na+].CO, predict the reaction product.